Dataset: Peptide-MHC class I binding affinity with 185,985 pairs from IEDB/IMGT. Task: Regression. Given a peptide amino acid sequence and an MHC pseudo amino acid sequence, predict their binding affinity value. This is MHC class I binding data. (1) The peptide sequence is IDFLLQRWG. The MHC is HLA-A02:01 with pseudo-sequence HLA-A02:01. The binding affinity (normalized) is 0. (2) The peptide sequence is VTPENFSSL. The binding affinity (normalized) is 0.361. The MHC is H-2-Db with pseudo-sequence H-2-Db. (3) The peptide sequence is VPGSETMCY. The MHC is HLA-B54:01 with pseudo-sequence HLA-B54:01. The binding affinity (normalized) is 0. (4) The peptide sequence is ASFKAGKLR. The MHC is HLA-B27:05 with pseudo-sequence HLA-B27:05. The binding affinity (normalized) is 0.0847. (5) The peptide sequence is QAKKPEVRI. The MHC is HLA-A02:02 with pseudo-sequence HLA-A02:02. The binding affinity (normalized) is 0.390.